This data is from Forward reaction prediction with 1.9M reactions from USPTO patents (1976-2016). The task is: Predict the product of the given reaction. Given the reactants O=[C:2]1[CH2:7][CH2:6][CH:5]([C:8]([O:10][CH2:11][CH3:12])=[O:9])[CH2:4][CH2:3]1.[NH2:13][C:14]1[CH:15]=[C:16]2[C:20](=[CH:21][CH:22]=1)[NH:19][N:18]=[CH:17]2.C(=O)([O-])O.[Na+], predict the reaction product. The product is: [NH:19]1[C:20]2[C:16](=[CH:15][C:14]([NH:13][CH:2]3[CH2:7][CH2:6][CH:5]([C:8]([O:10][CH2:11][CH3:12])=[O:9])[CH2:4][CH2:3]3)=[CH:22][CH:21]=2)[CH:17]=[N:18]1.